This data is from Experimentally validated miRNA-target interactions with 360,000+ pairs, plus equal number of negative samples. The task is: Binary Classification. Given a miRNA mature sequence and a target amino acid sequence, predict their likelihood of interaction. The miRNA is hsa-miR-545-3p with sequence UCAGCAAACAUUUAUUGUGUGC. The protein sequence of the target gene is MEEPQPPRPPASMALLGSQHSGAPSAAGPPGGTSSAATAAVLSFSTVATAALGNLSDASGGGTAAAPGGGGLGGSGAAREAGAAVRRPLGPEAAPLLSHGAAVAAQALVLLLIFLLSSLGNCAVMGVIVKHRQLRTVTNAFILSLSLSDLLTALLCLPAAFLDLFTPPGGSAPAAAAGPWRGFCAASRFFSSCFGIVSTLSVALISLDRYCAIVRPPREKIGRRRALQLLAGAWLTALGFSLPWELLGAPRELAAAQSFHGCLYRTSPDPAQLGAAFSVGLVVACYLLPFLLMCFCHYHI.... Result: 0 (no interaction).